Dataset: Forward reaction prediction with 1.9M reactions from USPTO patents (1976-2016). Task: Predict the product of the given reaction. (1) Given the reactants [OH:1][C:2]1[N:7]=[C:6]2[C:8]3[N:15]([CH3:16])[N:14]=[C:13]([C:17]([N:19]([O:21][CH3:22])[CH3:20])=[O:18])[C:9]=3[CH2:10][CH2:11][CH2:12][C:5]2=[CH:4][N:3]=1.[F:23][C:24]([F:37])([F:36])[S:25](O[S:25]([C:24]([F:37])([F:36])[F:23])(=[O:27])=[O:26])(=[O:27])=[O:26], predict the reaction product. The product is: [F:23][C:24]([F:37])([F:36])[S:25]([O:1][C:2]1[N:7]=[C:6]2[C:8]3[N:15]([CH3:16])[N:14]=[C:13]([C:17](=[O:18])[N:19]([O:21][CH3:22])[CH3:20])[C:9]=3[CH2:10][CH2:11][CH2:12][C:5]2=[CH:4][N:3]=1)(=[O:27])=[O:26]. (2) Given the reactants C[O:2][C:3](=[O:37])[C:4]1[CH:9]=[CH:8][C:7]([O:10][C:11]2[CH:16]=[CH:15][C:14]([CH2:17][C@H:18]([NH2:36])[C:19]3[N:20]([CH2:32][CH2:33][CH2:34][CH3:35])[CH:21]=[C:22]([C:24]4[CH:29]=[CH:28][C:27]([Cl:30])=[CH:26][C:25]=4[Cl:31])[N:23]=3)=[CH:13][CH:12]=2)=[CH:6][CH:5]=1.[CH3:38][O:39][C:40]1[CH:45]=[CH:44][C:43]([N:46]=[C:47]=[O:48])=[CH:42][CH:41]=1.NC(N)=O, predict the reaction product. The product is: [CH2:32]([N:20]1[CH:21]=[C:22]([C:24]2[CH:29]=[CH:28][C:27]([Cl:30])=[CH:26][C:25]=2[Cl:31])[N:23]=[C:19]1[C@@H:18]([NH:36][C:47]([NH:46][C:43]1[CH:42]=[CH:41][C:40]([O:39][CH3:38])=[CH:45][CH:44]=1)=[O:48])[CH2:17][C:14]1[CH:15]=[CH:16][C:11]([O:10][C:7]2[CH:8]=[CH:9][C:4]([C:3]([OH:37])=[O:2])=[CH:5][CH:6]=2)=[CH:12][CH:13]=1)[CH2:33][CH2:34][CH3:35].